This data is from Forward reaction prediction with 1.9M reactions from USPTO patents (1976-2016). The task is: Predict the product of the given reaction. (1) Given the reactants [CH3:1][C:2]1[O:6][C:5]([C:7]2[CH:16]=[CH:15][C:14]3[C:9](=[CH:10][CH:11]=[CH:12][CH:13]=3)[CH:8]=2)=[N:4][C:3]=1[CH2:17][O:18][C:19]1[CH:26]=[CH:25][C:22]([CH:23]=[O:24])=[CH:21][CH:20]=1.O1CCCC1.CO.[BH4-].[Na+], predict the reaction product. The product is: [CH3:1][C:2]1[O:6][C:5]([C:7]2[CH:16]=[CH:15][C:14]3[C:9](=[CH:10][CH:11]=[CH:12][CH:13]=3)[CH:8]=2)=[N:4][C:3]=1[CH2:17][O:18][C:19]1[CH:20]=[CH:21][C:22]([CH2:23][OH:24])=[CH:25][CH:26]=1. (2) Given the reactants [C:1]([O:5][C:6]([N:8]1[CH2:15][C@H:14]2[C@H:10]([CH2:11][CH:12]([CH3:16])[CH2:13]2)[C@H:9]1[CH2:17][NH:18]CC1C=CC=CC=1)=[O:7])([CH3:4])([CH3:3])[CH3:2], predict the reaction product. The product is: [C:1]([O:5][C:6]([N:8]1[CH2:15][C@H:14]2[C@H:10]([CH2:11][CH:12]([CH3:16])[CH2:13]2)[C@H:9]1[CH2:17][NH2:18])=[O:7])([CH3:3])([CH3:4])[CH3:2]. (3) Given the reactants [Br:1][C:2]1[S:6][C:5]([NH2:7])=[N:4][C:3]=1[C:8]([F:11])([F:10])[F:9].Cl.[N:13]1[CH:18]=[CH:17][CH:16]=[CH:15][C:14]=1[C:19](Cl)=[O:20], predict the reaction product. The product is: [Br:1][C:2]1[S:6][C:5]([NH:7][C:19](=[O:20])[C:14]2[CH:15]=[CH:16][CH:17]=[CH:18][N:13]=2)=[N:4][C:3]=1[C:8]([F:11])([F:10])[F:9]. (4) Given the reactants [N+:1]([O:4][CH2:5][CH2:6][CH2:7][CH2:8][CH2:9][C:10]([O:12]CC)=[O:11])([O-:3])=[O:2].[OH-].[Li+], predict the reaction product. The product is: [N+:1]([O:4][CH2:5][CH2:6][CH2:7][CH2:8][CH2:9][C:10]([OH:12])=[O:11])([O-:3])=[O:2]. (5) Given the reactants [CH:1]1([N:7]2[CH2:13][C@@:12]([F:16])([CH:14]=[CH2:15])[C:11](=[O:17])[N:10]([CH3:18])[C:9]3[CH:19]=[N:20][C:21]([NH:23][C:24]4[CH:32]=[CH:31][C:27]([C:28](O)=[O:29])=[CH:26][C:25]=4[O:33][CH3:34])=[N:22][C:8]2=3)C[CH2:5][CH2:4][CH2:3][CH2:2]1.CN(C(ON1N=NC2C=CC=NC1=2)=[N+](C)C)C.F[P-](F)(F)(F)(F)F.[NH2:59][CH:60]1[CH2:65][CH2:64][N:63]([CH3:66])[CH2:62][CH2:61]1, predict the reaction product. The product is: [CH:1]1([N:7]2[CH2:13][C@@:12]([F:16])([CH:14]=[CH2:15])[C:11](=[O:17])[N:10]([CH3:18])[C:9]3[CH:19]=[N:20][C:21]([NH:23][C:24]4[CH:32]=[CH:31][C:27]([C:28]([NH:59][CH:60]5[CH2:65][CH2:64][N:63]([CH3:66])[CH2:62][CH2:61]5)=[O:29])=[CH:26][C:25]=4[O:33][CH3:34])=[N:22][C:8]2=3)[CH2:5][CH2:4][CH2:3][CH2:2]1.